From a dataset of Forward reaction prediction with 1.9M reactions from USPTO patents (1976-2016). Predict the product of the given reaction. (1) Given the reactants [Cl:1][C:2]1[CH:7]=[CH:6][C:5]([N:8]2[C:16]([CH:17]([CH:33]3[CH2:38][CH2:37][CH2:36][CH2:35][CH2:34]3)[C:18]([NH:20][C:21]3[CH:26]=[CH:25][C:24]([C:27]4[NH:31][N:30]=[N:29][N:28]=4)=[CH:23][C:22]=3F)=O)=[C:15]3[C:10]([CH2:11][CH2:12][CH2:13][CH2:14]3)=[N:9]2)=[CH:4][CH:3]=1, predict the reaction product. The product is: [Cl:1][C:2]1[CH:7]=[CH:6][C:5]([N:8]2[C:16]([CH:17]([CH:33]3[CH2:38][CH2:37][CH2:36][CH2:35][CH2:34]3)[CH2:18][NH:20][C:21]3[CH:26]=[CH:25][C:24]([C:27]4[NH:31][N:30]=[N:29][N:28]=4)=[CH:23][CH:22]=3)=[C:15]3[C:10]([CH2:11][CH2:12][CH2:13][CH2:14]3)=[N:9]2)=[CH:4][CH:3]=1. (2) Given the reactants [C:1]([N:4]([CH3:20])[C:5]1[CH:10]=[CH:9][C:8]([NH:11][C:12](=[O:19])OCC(Cl)(Cl)Cl)=[CH:7][CH:6]=1)(=[O:3])[CH3:2].[C:21]1([C:27]2[N:31]=[C:30]([N:32]3[CH2:37][CH2:36][NH:35][CH2:34][CH2:33]3)[S:29][N:28]=2)[CH:26]=[CH:25][CH:24]=[CH:23][CH:22]=1.C(N(C(C)C)CC)(C)C.CS(C)=O, predict the reaction product. The product is: [C:1]([N:4]([CH3:20])[C:5]1[CH:6]=[CH:7][C:8]([NH:11][C:12]([N:35]2[CH2:36][CH2:37][N:32]([C:30]3[S:29][N:28]=[C:27]([C:21]4[CH:26]=[CH:25][CH:24]=[CH:23][CH:22]=4)[N:31]=3)[CH2:33][CH2:34]2)=[O:19])=[CH:9][CH:10]=1)(=[O:3])[CH3:2].